Task: Predict the reaction yield, written as a fraction of the theoretical maximum amount of product (1.0 means a 100% yield; for example, 0.34 means a 34% yield).. Dataset: Reaction yield outcomes from USPTO patents with 853,638 reactions The reactants are Br[C:2]1[C:3]([CH3:8])=[N:4][CH:5]=[CH:6][CH:7]=1.[C:9]1([CH2:15][SH:16])[CH:14]=[CH:13][CH:12]=[CH:11][CH:10]=1.C(N(CC)C(C)C)(C)C.C1(P(C2C=CC=CC=2)C2C3OC4C(=CC=CC=4P(C4C=CC=CC=4)C4C=CC=CC=4)C(C)(C)C=3C=CC=2)C=CC=CC=1. The catalyst is C1(C)C=CC=CC=1.C1C=CC(/C=C/C(/C=C/C2C=CC=CC=2)=O)=CC=1.C1C=CC(/C=C/C(/C=C/C2C=CC=CC=2)=O)=CC=1.C1C=CC(/C=C/C(/C=C/C2C=CC=CC=2)=O)=CC=1.[Pd].[Pd]. The product is [CH2:15]([S:16][C:2]1[C:3]([CH3:8])=[N:4][CH:5]=[CH:6][CH:7]=1)[C:9]1[CH:14]=[CH:13][CH:12]=[CH:11][CH:10]=1. The yield is 0.590.